From a dataset of Peptide-MHC class II binding affinity with 134,281 pairs from IEDB. Regression. Given a peptide amino acid sequence and an MHC pseudo amino acid sequence, predict their binding affinity value. This is MHC class II binding data. (1) The peptide sequence is RLIAFTSEHSHF. The MHC is HLA-DQA10102-DQB10602 with pseudo-sequence HLA-DQA10102-DQB10602. The binding affinity (normalized) is 0.172. (2) The peptide sequence is DSKHQLDMIITAVNS. The MHC is DRB1_0802 with pseudo-sequence DRB1_0802. The binding affinity (normalized) is 0.182.